Dataset: Full USPTO retrosynthesis dataset with 1.9M reactions from patents (1976-2016). Task: Predict the reactants needed to synthesize the given product. Given the product [I:28][C:2]1[C:7]([C:8]([O:10][CH2:11][CH3:12])=[O:9])=[C:6]([CH3:13])[N:5]=[C:4]2[S:14][C:15]3[CH2:20][CH2:19][CH2:18][CH2:17][C:16]=3[C:3]=12, predict the reactants needed to synthesize it. The reactants are: Cl[C:2]1[C:7]([C:8]([O:10][CH2:11][CH3:12])=[O:9])=[C:6]([CH3:13])[N:5]=[C:4]2[S:14][C:15]3[CH2:20][CH2:19][CH2:18][CH2:17][C:16]=3[C:3]=12.Cl.O1CCOCC1.[I-:28].[Na+].